From a dataset of Forward reaction prediction with 1.9M reactions from USPTO patents (1976-2016). Predict the product of the given reaction. (1) Given the reactants [F:1][C:2]1[CH:3]=[C:4]([C:8]2[C@:9]3([CH2:25][CH2:24][C@H:23]4[C@@H:14]([CH2:15][CH2:16][C:17]5[CH:18]=[C:19]([C:26]([OH:28])=O)[CH:20]=[CH:21][C:22]=54)[C@@H:11]3[CH2:12][CH:13]=2)[CH3:10])[CH:5]=[N:6][CH:7]=1.[NH2:29][C:30]1([CH2:35][OH:36])[CH2:34][CH2:33][CH2:32][CH2:31]1, predict the reaction product. The product is: [F:1][C:2]1[CH:3]=[C:4]([C:8]2[C@:9]3([CH2:25][CH2:24][C@H:23]4[C@@H:14]([CH2:15][CH2:16][C:17]5[CH:18]=[C:19]([C:26]([NH:29][C:30]6([CH2:35][OH:36])[CH2:34][CH2:33][CH2:32][CH2:31]6)=[O:28])[CH:20]=[CH:21][C:22]=54)[C@@H:11]3[CH2:12][CH:13]=2)[CH3:10])[CH:5]=[N:6][CH:7]=1. (2) Given the reactants Cl[C:2]1[C:3]2[S:13][C:12]3[N:14]=[C:15]([C:19]4[CH:24]=[CH:23][C:22]([O:25][CH3:26])=[C:21]([O:27][CH3:28])[CH:20]=4)[CH:16]=[C:17]([CH3:18])[C:11]=3[C:4]=2[N:5]=[C:6]([CH2:8][CH2:9][CH3:10])[N:7]=1.[NH:29]1[CH2:34][CH2:33][NH:32][CH2:31][CH2:30]1, predict the reaction product. The product is: [CH3:28][O:27][C:21]1[CH:20]=[C:19]([C:15]2[CH:16]=[C:17]([CH3:18])[C:11]3[C:4]4[N:5]=[C:6]([CH2:8][CH2:9][CH3:10])[N:7]=[C:2]([N:29]5[CH2:34][CH2:33][NH:32][CH2:31][CH2:30]5)[C:3]=4[S:13][C:12]=3[N:14]=2)[CH:24]=[CH:23][C:22]=1[O:25][CH3:26]. (3) The product is: [C:9]1([C@H:7]2[CH2:8][C@H:6]2[C:4]([OH:5])=[O:3])[CH:14]=[CH:13][CH:12]=[CH:11][CH:10]=1. Given the reactants C([O:3][C:4]([C@@H:6]1[CH2:8][C@@H:7]1[C:9]1[CH:14]=[CH:13][CH:12]=[CH:11][CH:10]=1)=[O:5])C.[OH-].[K+].O, predict the reaction product. (4) The product is: [CH:25]1([N:19]([CH2:20][C:21]([F:24])([F:23])[CH3:22])[C:5]2[CH:4]=[CH:3][C:2]([C:37]3[CH:38]=[CH:39][CH:40]=[CH:41][C:36]=3[C:35]3[NH:34][N:33]=[N:32][N:31]=3)=[CH:7][C:6]=2[NH:8][C:9]([NH:11][C:12]2[CH:17]=[CH:16][C:15]([CH3:18])=[CH:14][CH:13]=2)=[O:10])[CH2:30][CH2:29][CH2:28][CH2:27][CH2:26]1. Given the reactants Br[C:2]1[CH:3]=[CH:4][C:5]([N:19]([CH:25]2[CH2:30][CH2:29][CH2:28][CH2:27][CH2:26]2)[CH2:20][C:21]([F:24])([F:23])[CH3:22])=[C:6]([NH:8][C:9]([NH:11][C:12]2[CH:17]=[CH:16][C:15]([CH3:18])=[CH:14][CH:13]=2)=[O:10])[CH:7]=1.[NH:31]1[C:35]([C:36]2[CH:41]=[CH:40][CH:39]=[CH:38][C:37]=2B(O)O)=[N:34][N:33]=[N:32]1.BrC1C=CC(N(CC(C)C)CC(C)C)=C(NC(NC2C=CC(C)=CC=2)=O)C=1, predict the reaction product. (5) Given the reactants [Br:1][C:2]1[C:10]2[S:9][C:8]([C:11]([NH2:13])=O)=[CH:7][C:6]=2[C:5]([F:14])=[CH:4][CH:3]=1.CS(Cl)(=O)=O.O, predict the reaction product. The product is: [Br:1][C:2]1[C:10]2[S:9][C:8]([C:11]#[N:13])=[CH:7][C:6]=2[C:5]([F:14])=[CH:4][CH:3]=1. (6) Given the reactants [CH:1]([C:4]([NH:6][C:7]1[C:12]([C:13]2[CH:18]=[C:17]([Cl:19])[CH:16]=[C:15]([Cl:20])[C:14]=2[Cl:21])=[N:11][CH:10]=[C:9]([NH:22]C(=O)C)[N:8]=1)=[O:5])([CH3:3])[CH3:2], predict the reaction product. The product is: [CH:1]([C:4]([NH:6][C:7]1[C:12]([C:13]2[CH:18]=[C:17]([Cl:19])[CH:16]=[C:15]([Cl:20])[C:14]=2[Cl:21])=[N:11][CH:10]=[C:9]([NH2:22])[N:8]=1)=[O:5])([CH3:3])[CH3:2]. (7) Given the reactants [F:1][C:2]([F:47])([F:46])[C:3]([C:27]1[N:31](COCC[Si](C)(C)C)[C:30]2[CH:40]=[CH:41][C:42]([C:44]#[N:45])=[CH:43][C:29]=2[N:28]=1)(O)[C:4]1[C:12]([S:13][CH3:14])=[CH:11][C:10]([CH3:15])=[C:9]2[C:5]=1[CH:6]=[CH:7][N:8]2[S:16]([C:19]1[CH:25]=[CH:24][C:22]([CH3:23])=[CH:21][CH:20]=1)(=[O:18])=[O:17].FC(F)(F)C(C1N(COCC[Si](C)(C)C)C2C=C(C#N)C=CC=2N=1)(O)C1C(SC)=CC(C)=C2C=1C=C[N:55]2S(C1C=CC(C)=CC=1)(=O)=O.Cl.S(Cl)(Cl)=O.C(O)C, predict the reaction product. The product is: [NH2:55][C:3]([C:27]1[NH:31][C:30]2[CH:40]=[CH:41][C:42]([C:44]#[N:45])=[CH:43][C:29]=2[N:28]=1)([C:4]1[C:12]([S:13][CH3:14])=[CH:11][C:10]([CH3:15])=[C:9]2[C:5]=1[CH:6]=[CH:7][N:8]2[S:16]([C:19]1[CH:20]=[CH:21][C:22]([CH3:23])=[CH:24][CH:25]=1)(=[O:17])=[O:18])[C:2]([F:47])([F:46])[F:1].